From a dataset of Full USPTO retrosynthesis dataset with 1.9M reactions from patents (1976-2016). Predict the reactants needed to synthesize the given product. (1) Given the product [CH3:1][NH:2][S:12]([C:8]1[CH:9]=[CH:10][CH:11]=[C:6]([N+:3]([O-:5])=[O:4])[CH:7]=1)(=[O:14])=[O:13], predict the reactants needed to synthesize it. The reactants are: [CH3:1][NH2:2].[N+:3]([C:6]1[CH:7]=[C:8]([S:12](Cl)(=[O:14])=[O:13])[CH:9]=[CH:10][CH:11]=1)([O-:5])=[O:4]. (2) Given the product [C:1]([O:5][C:6](=[O:7])[NH:8][C@H:9]([CH2:13][CH:14]1[CH2:16][CH2:15]1)[C:10]([NH2:27])=[O:11])([CH3:4])([CH3:3])[CH3:2], predict the reactants needed to synthesize it. The reactants are: [C:1]([O:5][C:6]([NH:8][C@H:9]([CH2:13][CH:14]1[CH2:16][CH2:15]1)[C:10](O)=[O:11])=[O:7])([CH3:4])([CH3:3])[CH3:2].C(Cl)CCl.C1C=CC2N(O)N=[N:27]C=2C=1.N. (3) Given the product [C:14]([C:10]1[CH:9]=[C:8]2[C:13](=[CH:12][CH:11]=1)[NH:4][C@@H:5]([CH:18]1[CH2:20][CH2:19]1)[C@H:6]([CH3:17])[C@H:7]2[NH:16][C:28]1[N:33]=[C:32]([C:34]([OH:36])=[O:35])[CH:31]=[CH:30][CH:29]=1)#[N:15], predict the reactants needed to synthesize it. The reactants are: C([N:4]1[C:13]2[C:8](=[CH:9][C:10]([C:14]#[N:15])=[CH:11][CH:12]=2)[C@H:7]([NH2:16])[C@@H:6]([CH3:17])[C@@H:5]1[CH:18]1[CH2:20][CH2:19]1)(=O)C.CC(C)([O-])C.[Na+].Br[C:28]1[N:33]=[C:32]([C:34]([O:36]CC)=[O:35])[CH:31]=[CH:30][CH:29]=1.